Dataset: Full USPTO retrosynthesis dataset with 1.9M reactions from patents (1976-2016). Task: Predict the reactants needed to synthesize the given product. Given the product [NH:1]1[C:9]2[C:4](=[CH:5][C:6]([O:10][C:11]3[C:20]4[C:15](=[CH:16][C:17]([O:23][CH2:24][CH2:25][CH2:26][N:27]5[CH2:32][CH2:31][N:30]([C:35](=[O:36])[NH2:37])[CH2:29][CH2:28]5)=[C:18]([O:21][CH3:22])[CH:19]=4)[N:14]=[CH:13][N:12]=3)=[CH:7][N:8]=2)[CH:3]=[CH:2]1, predict the reactants needed to synthesize it. The reactants are: [NH:1]1[C:9]2[C:4](=[CH:5][C:6]([O:10][C:11]3[C:20]4[C:15](=[CH:16][C:17]([O:23][CH2:24][CH2:25][CH2:26][N:27]5[CH2:32][CH2:31][NH:30][CH2:29][CH2:28]5)=[C:18]([O:21][CH3:22])[CH:19]=4)[N:14]=[CH:13][N:12]=3)=[CH:7][N:8]=2)[CH:3]=[CH:2]1.ClC(Cl)(Cl)[C:35]([N:37]=C=O)=[O:36].